Dataset: Peptide-MHC class II binding affinity with 134,281 pairs from IEDB. Task: Regression. Given a peptide amino acid sequence and an MHC pseudo amino acid sequence, predict their binding affinity value. This is MHC class II binding data. (1) The peptide sequence is EAMDTISVFLHSEEG. The MHC is DRB1_0901 with pseudo-sequence DRB1_0901. The binding affinity (normalized) is 0.499. (2) The peptide sequence is EWATPFPHRKGVLFN. The MHC is DRB1_0301 with pseudo-sequence DRB1_0301. The binding affinity (normalized) is 0. (3) The peptide sequence is APCRIPVIVADDLTA. The MHC is DRB1_0801 with pseudo-sequence DRB1_0801. The binding affinity (normalized) is 0.219. (4) The peptide sequence is AAATAGTTVYGAFIA. The MHC is HLA-DQA10501-DQB10301 with pseudo-sequence HLA-DQA10501-DQB10301. The binding affinity (normalized) is 0.620. (5) The peptide sequence is GRYNCKCCWFADKNL. The MHC is DRB1_0701 with pseudo-sequence DRB1_0701. The binding affinity (normalized) is 0.311. (6) The peptide sequence is KGSNPNYLALLVKYV. The MHC is DRB1_1101 with pseudo-sequence DRB1_1101. The binding affinity (normalized) is 0.573. (7) The peptide sequence is LASSCQVAFSYFPPP. The MHC is DRB3_0101 with pseudo-sequence DRB3_0101. The binding affinity (normalized) is 0.280.